From a dataset of Catalyst prediction with 721,799 reactions and 888 catalyst types from USPTO. Predict which catalyst facilitates the given reaction. (1) Reactant: C1(C)C=CC(S(O)(=O)=O)=CC=1.CC1(C)[O:17][C@@H:16]([C:18]2[CH:23]=[CH:22][C:21]([NH:24][C:25]([N:27]3[CH2:32][CH2:31][N:30]([C:33]4[CH:38]=[CH:37][C:36]([NH:39][C:40]([NH:42][C:43]5[CH:48]=[C:47]([CH3:49])[CH:46]=[CH:45][C:44]=5[O:50][CH3:51])=[O:41])=[CH:35][CH:34]=4)[CH2:29][CH2:28]3)=[O:26])=[C:20]([CH3:52])[CH:19]=2)[CH2:15][O:14]1. Product: [OH:17][C@@H:16]([C:18]1[CH:23]=[CH:22][C:21]([NH:24][C:25]([N:27]2[CH2:32][CH2:31][N:30]([C:33]3[CH:34]=[CH:35][C:36]([NH:39][C:40]([NH:42][C:43]4[CH:48]=[C:47]([CH3:49])[CH:46]=[CH:45][C:44]=4[O:50][CH3:51])=[O:41])=[CH:37][CH:38]=3)[CH2:29][CH2:28]2)=[O:26])=[C:20]([CH3:52])[CH:19]=1)[CH2:15][OH:14]. The catalyst class is: 5. (2) Reactant: [CH3:1][NH:2][C:3]([N:5]1[C:13]2[C:8](=[CH:9][C:10]([NH:14][S:15]([C:18]3[CH:23]=[C:22]([Cl:24])[CH:21]=[C:20]([Cl:25])[CH:19]=3)(=[O:17])=[O:16])=[CH:11][CH:12]=2)[CH2:7][CH2:6]1)=[O:4].C(=O)([O-])[O-].[K+].[K+].FC(F)(F)S(O[CH2:38][P:39]([O:44][CH2:45][CH3:46])([O:41][CH2:42][CH3:43])=[O:40])(=O)=O.O. Product: [Cl:24][C:22]1[CH:23]=[C:18]([S:15]([N:14]([CH2:38][P:39](=[O:40])([O:44][CH2:45][CH3:46])[O:41][CH2:42][CH3:43])[C:10]2[CH:9]=[C:8]3[C:13](=[CH:12][CH:11]=2)[N:5]([C:3](=[O:4])[NH:2][CH3:1])[CH2:6][CH2:7]3)(=[O:17])=[O:16])[CH:19]=[C:20]([Cl:25])[CH:21]=1. The catalyst class is: 42. (3) Reactant: [CH2:1]=[C:2]1[CH2:7][CH2:6][CH:5]([OH:8])[CH2:4][CH2:3]1.[I:9]N1C(=O)CCC1=O. Product: [I:9][CH2:1][C:2]12[O:8][CH:5]([CH2:6][CH2:7]1)[CH2:4][CH2:3]2. The catalyst class is: 2. (4) Reactant: [Cl:1][C:2]1[CH:10]=[C:9]([N:11]2[CH2:15][CH2:14][CH2:13][S:12]2(=[O:17])=[O:16])[CH:8]=[CH:7][C:3]=1[C:4]([OH:6])=O.[NH2:18][C:19]1[CH:20]=[CH:21][C:22]([Cl:34])=[C:23]([NH:25][C:26](=[O:33])[C:27]2[CH:32]=[CH:31][CH:30]=[CH:29][CH:28]=2)[CH:24]=1.CN(C([O:42]N1N=NC2C=CC=NC1=2)=[N+](C)C)C.F[P-](F)(F)(F)(F)F.CCN(C(C)C)C(C)C. Product: [C:26]([NH:25][C:23]1[CH:24]=[C:19]([NH:18][C:4](=[O:6])[C:3]2[CH:7]=[CH:8][C:9]([N:11]3[CH2:15][CH2:14][O:42][CH2:13][S:12]3(=[O:17])=[O:16])=[CH:10][C:2]=2[Cl:1])[CH:20]=[CH:21][C:22]=1[Cl:34])(=[O:33])[C:27]1[CH:32]=[CH:31][CH:30]=[CH:29][CH:28]=1. The catalyst class is: 31. (5) Reactant: C1(P(C2C=CC=CC=2)C2C=CC=CC=2)C=CC=CC=1.CCOC(/N=N/C(OCC)=O)=O.CC1(C)C(C)(C)[O:36][B:35]([C:40]2[CH:45]=[CH:44][C:43]([OH:46])=[CH:42][CH:41]=2)[O:34]1.[CH3:48][N:49]([CH3:53])[CH2:50][CH2:51]O. Product: [CH3:48][N:49]([CH2:50][CH2:51][O:46][C:43]1[CH:42]=[CH:41][C:40]([B:35]([OH:34])[OH:36])=[CH:45][CH:44]=1)[CH3:53]. The catalyst class is: 2. (6) Reactant: FC1C=C(CC(N[C@H](C(O)=O)CO)=O)C=C(F)C=1.CN1CCOCC1.CCN=C=NCCCN(C)C.Cl.[F:38][C:39]1[CH:40]=[C:41]([CH2:46][C:47]([NH:49][C@@H:50]([CH2:74][OH:75])[C:51]([NH:53][C@H:54]2[C:60](=[O:61])[NH:59][C:58]3[CH:62]=[CH:63][CH:64]=[CH:65][C:57]=3[S:56][C@H:55]2[C:66]2[CH:71]=[C:70]([F:72])[CH:69]=[CH:68][C:67]=2[F:73])=[O:52])=[O:48])[CH:42]=[C:43]([F:45])[CH:44]=1. Product: [F:38][C:39]1[CH:40]=[C:41]([CH2:46][C:47]([NH:49][C@@H:50]([CH2:74][OH:75])[C:51]([NH:53][C@@H:54]2[C:60](=[O:61])[NH:59][C:58]3[CH:62]=[CH:63][CH:64]=[CH:65][C:57]=3[S:56][C@@H:55]2[C:66]2[CH:71]=[C:70]([F:72])[CH:69]=[CH:68][C:67]=2[F:73])=[O:52])=[O:48])[CH:42]=[C:43]([F:45])[CH:44]=1. The catalyst class is: 2.